Dataset: Catalyst prediction with 721,799 reactions and 888 catalyst types from USPTO. Task: Predict which catalyst facilitates the given reaction. (1) Reactant: [NH2:1][C:2]1[CH:3]=[CH:4][C:5]([S:20]([CH:23]([CH3:25])[CH3:24])(=[O:22])=[O:21])=[C:6]([C@H:8]2[CH2:12][CH2:11][CH2:10][N:9]2C(OC(C)(C)C)=O)[CH:7]=1.[Cl:26][C:27]([O:29][CH3:30])=[O:28].Cl. Product: [ClH:26].[CH:23]([S:20]([C:5]1[CH:4]=[CH:3][C:2]([NH:1][C:27](=[O:28])[O:29][CH3:30])=[CH:7][C:6]=1[C@H:8]1[CH2:12][CH2:11][CH2:10][NH:9]1)(=[O:21])=[O:22])([CH3:24])[CH3:25]. The catalyst class is: 17. (2) Reactant: [F:1][C:2]1[CH:3]=[C:4]2[C:8](=[CH:9][CH:10]=1)[C:7](=[O:11])[CH2:6][CH2:5]2.CO.[BH4-].[Na+]. Product: [F:1][C:2]1[CH:3]=[C:4]2[C:8](=[CH:9][CH:10]=1)[CH:7]([OH:11])[CH2:6][CH2:5]2. The catalyst class is: 4. (3) Reactant: [C:1]([C:4]1[C:22](=[O:23])[C@@:8]2([CH3:24])[C:9]3[C:15]([OH:16])=[CH:14][C:13]([O:17][CH3:18])=[C:12]([C:19]([NH2:21])=[O:20])[C:10]=3[O:11][C:7]2=[CH:6][C:5]=1[OH:25])(=[O:3])[CH3:2].[CH3:26][C:27]1[CH:36]=[C:35]([CH3:37])[C:34]2[C:29](=[CH:30][CH:31]=[CH:32][CH:33]=2)[C:28]=1[CH:38]=O.C([SiH](CC)CC)C.FC(F)(F)C(O)=O. Product: [C:1]([C:4]1[C:22](=[O:23])[C@@:8]2([CH3:24])[C:9]3[C:15]([OH:16])=[CH:14][C:13]([O:17][CH3:18])=[C:12]([C:19]([NH:21][CH2:38][C:28]4[C:29]5[C:34](=[CH:33][CH:32]=[CH:31][CH:30]=5)[C:35]([CH3:37])=[CH:36][C:27]=4[CH3:26])=[O:20])[C:10]=3[O:11][C:7]2=[CH:6][C:5]=1[OH:25])(=[O:3])[CH3:2]. The catalyst class is: 10. (4) Reactant: C([O:3][C:4]([CH:6]1[CH2:11][CH2:10][C:9]([F:13])([F:12])[CH2:8][CH2:7]1)=O)C.[H-].[Al+3].[Li+].[H-].[H-].[H-].C1COCC1. Product: [F:12][C:9]1([F:13])[CH2:10][CH2:11][CH:6]([CH2:4][OH:3])[CH2:7][CH2:8]1. The catalyst class is: 27. (5) Reactant: [NH2:1][C:2]1[S:3][C@:4]2([CH2:31]O)[C@H:6]([C@:7]([C:11]3[CH:12]=[C:13]([NH:18][C:19]4[C:20]5[N:28]=[CH:27][C:26]([C:29]#[N:30])=[CH:25][C:21]=5[N:22]=[CH:23][N:24]=4)[CH:14]=[CH:15][C:16]=3[F:17])([CH2:9][F:10])[N:8]=1)[CH2:5]2.COCCN(S(F)(F)[F:43])CCOC. Product: [NH2:1][C:2]1[S:3][C@:4]2([CH2:31][F:43])[C@H:6]([C@:7]([C:11]3[CH:12]=[C:13]([NH:18][C:19]4[C:20]5[N:28]=[CH:27][C:26]([C:29]#[N:30])=[CH:25][C:21]=5[N:22]=[CH:23][N:24]=4)[CH:14]=[CH:15][C:16]=3[F:17])([CH2:9][F:10])[N:8]=1)[CH2:5]2. The catalyst class is: 2. (6) Reactant: [NH2:1][C:2]1[C:3]([OH:28])=[C:4]([CH:10]2[N:15]([CH2:16][C:17]3[CH:26]=[CH:25][C:24]4[C:19](=[CH:20][CH:21]=[CH:22][CH:23]=4)[N:18]=3)[C:14](=[O:27])[CH2:13][CH2:12][CH2:11]2)[C:5]([O:8][CH3:9])=[CH:6][CH:7]=1.[CH3:29][C:30]1C=CC(S(O)(=O)=O)=CC=1.C(OCC)(OCC)(OCC)C. The catalyst class is: 25. Product: [CH3:9][O:8][C:5]1[CH:6]=[CH:7][C:2]2[N:1]=[C:29]([CH3:30])[O:28][C:3]=2[C:4]=1[CH:10]1[N:15]([CH2:16][C:17]2[CH:26]=[CH:25][C:24]3[C:19](=[CH:20][CH:21]=[CH:22][CH:23]=3)[N:18]=2)[C:14](=[O:27])[CH2:13][CH2:12][CH2:11]1. (7) Reactant: Cl[C:2]1[CH:7]=[C:6]([N:8]2[CH2:13][CH2:12][NH:11][CH:10]([CH:14]([CH3:16])[CH3:15])[CH2:9]2)[N:5]=[CH:4][N:3]=1.[CH3:17][NH:18][CH3:19]. Product: [CH:14]([CH:10]1[NH:11][CH2:12][CH2:13][N:8]([C:6]2[N:5]=[CH:4][N:3]=[C:2]([N:18]([CH3:19])[CH3:17])[CH:7]=2)[CH2:9]1)([CH3:16])[CH3:15]. The catalyst class is: 5.